From a dataset of Forward reaction prediction with 1.9M reactions from USPTO patents (1976-2016). Predict the product of the given reaction. (1) Given the reactants Cl.Cl.[CH3:3][C:4]1([CH3:26])[CH:13]=[CH:12][C:11]2[C:6](=[C:7]([CH2:14][N:15]3[CH2:20][CH2:19][C:18]4([CH2:25][CH2:24][NH:23][CH2:22][CH2:21]4)[CH2:17][CH2:16]3)[CH:8]=[CH:9][CH:10]=2)[O:5]1.[NH2:27][C:28]1[N:29]=[N:30][CH:31]=[CH:32][C:33]=1[C:34](O)=[O:35].C1CN([P+](ON2N=NC3C=CC=CC2=3)(N2CCCC2)N2CCCC2)CC1.F[P-](F)(F)(F)(F)F.C(N(CC)CC)C, predict the reaction product. The product is: [CH3:3][C:4]1([CH3:26])[CH:13]=[CH:12][C:11]2[C:6](=[C:7]([CH2:14][N:15]3[CH2:20][CH2:19][C:18]4([CH2:25][CH2:24][N:23]([C:34]([C:33]5[CH:32]=[CH:31][N:30]=[N:29][C:28]=5[NH2:27])=[O:35])[CH2:22][CH2:21]4)[CH2:17][CH2:16]3)[CH:8]=[CH:9][CH:10]=2)[O:5]1. (2) Given the reactants [CH3:1][O:2][C:3]1[CH:4]=[C:5]2[C:10](=[CH:11][C:12]=1[O:13][CH3:14])[CH:9]=[N:8][CH:7]=[C:6]2[OH:15].C(Cl)Cl.CCN(CC)CC.[O:26](S(C(F)(F)F)(=O)=O)[S:27]([C:30]([F:33])([F:32])[F:31])(=O)=[O:28], predict the reaction product. The product is: [F:31][C:30]([F:33])([F:32])[S:27]([O:15][C:6]1[C:5]2[C:10](=[CH:11][C:12]([O:13][CH3:14])=[C:3]([O:2][CH3:1])[CH:4]=2)[CH:9]=[N:8][CH:7]=1)(=[O:28])=[O:26]. (3) Given the reactants [Br:1][C:2]1[C:3]([Cl:11])=[N:4][CH:5]=[C:6]([CH:10]=1)[C:7]([OH:9])=O.[F:12][C:13]([F:23])([O:15][C:16]1[CH:22]=[CH:21][C:19]([NH2:20])=[CH:18][CH:17]=1)[CH3:14], predict the reaction product. The product is: [Br:1][C:2]1[C:3]([Cl:11])=[N:4][CH:5]=[C:6]([CH:10]=1)[C:7]([NH:20][C:19]1[CH:21]=[CH:22][C:16]([O:15][C:13]([F:12])([F:23])[CH3:14])=[CH:17][CH:18]=1)=[O:9]. (4) Given the reactants [CH3:1][N:2]1[C:6](B2OC(C)(C)C(C)(C)O2)=[CH:5][CH:4]=[N:3]1.I[C:17]1[CH:22]=[CH:21][C:20]([C:23]([F:26])([F:25])[F:24])=[CH:19][CH:18]=1.C(=O)([O-])[O-].[K+].[K+].C(O)C, predict the reaction product. The product is: [CH3:1][N:2]1[C:6]([C:17]2[CH:22]=[CH:21][C:20]([C:23]([F:26])([F:25])[F:24])=[CH:19][CH:18]=2)=[CH:5][CH:4]=[N:3]1.